Dataset: Full USPTO retrosynthesis dataset with 1.9M reactions from patents (1976-2016). Task: Predict the reactants needed to synthesize the given product. (1) Given the product [Br:1][C:2]1[CH:11]=[CH:10][C:9]([F:12])=[C:8]2[C:3]=1[CH:4]=[C:5]([O:13][S:23]([C:22]([F:35])([F:34])[F:21])(=[O:25])=[O:24])[N:6]=[CH:7]2, predict the reactants needed to synthesize it. The reactants are: [Br:1][C:2]1[CH:11]=[CH:10][C:9]([F:12])=[C:8]2[C:3]=1[CH:4]=[C:5]([OH:13])[N:6]=[CH:7]2.C(N(CC)CC)C.[F:21][C:22]([F:35])([F:34])[S:23](O[S:23]([C:22]([F:35])([F:34])[F:21])(=[O:25])=[O:24])(=[O:25])=[O:24]. (2) Given the product [OH:49][C:48]([C:50]([OH:52])=[O:51])([CH2:53][C:54]([OH:56])=[O:55])[CH2:47][C:46]([OH:58])=[O:57].[F:1][C:2]1[CH:3]=[C:4]([NH:21][C:22]([C:24]2[C:25](=[O:45])[N:26]([C:39]3[CH:40]=[CH:41][CH:42]=[CH:43][CH:44]=3)[N:27]([CH2:30][C@H:31]([O:33][C:34](=[O:38])[C@@H:35]([NH2:37])[CH3:36])[CH3:32])[C:28]=2[CH3:29])=[O:23])[CH:5]=[CH:6][C:7]=1[O:8][C:9]1[C:18]2[C:13](=[CH:14][C:15]([O:19][CH3:20])=[CH:16][CH:17]=2)[N:12]=[CH:11][CH:10]=1, predict the reactants needed to synthesize it. The reactants are: [F:1][C:2]1[CH:3]=[C:4]([NH:21][C:22]([C:24]2[C:25](=[O:45])[N:26]([C:39]3[CH:44]=[CH:43][CH:42]=[CH:41][CH:40]=3)[N:27]([CH2:30][C@H:31]([O:33][C:34](=[O:38])[C@@H:35]([NH2:37])[CH3:36])[CH3:32])[C:28]=2[CH3:29])=[O:23])[CH:5]=[CH:6][C:7]=1[O:8][C:9]1[C:18]2[C:13](=[CH:14][C:15]([O:19][CH3:20])=[CH:16][CH:17]=2)[N:12]=[CH:11][CH:10]=1.[C:46]([OH:58])(=[O:57])[CH2:47][C:48]([CH2:53][C:54]([OH:56])=[O:55])([C:50]([OH:52])=[O:51])[OH:49]. (3) Given the product [CH2:26]([O:25][C:23](=[O:24])[CH2:22][C@H:18]1[C:19]2[C:15](=[CH:14][C:13]([O:12][CH2:11][CH2:10][CH2:9][O:8][C:7]3[CH:28]=[CH:29][C:4]([C:2]4[S:3][C:34]5[CH2:39][CH2:38][CH2:37][O:36][C:35]=5[N:1]=4)=[CH:5][C:6]=3[CH2:30][CH2:31][CH3:32])=[CH:21][CH:20]=2)[CH2:16][CH2:17]1)[CH3:27], predict the reactants needed to synthesize it. The reactants are: [NH2:1][C:2]([C:4]1[CH:29]=[CH:28][C:7]([O:8][CH2:9][CH2:10][CH2:11][O:12][C:13]2[CH:14]=[C:15]3[C:19](=[CH:20][CH:21]=2)[C@H:18]([CH2:22][C:23]([O:25][CH2:26][CH3:27])=[O:24])[CH2:17][CH2:16]3)=[C:6]([CH2:30][CH2:31][CH3:32])[CH:5]=1)=[S:3].Br[CH:34]1[CH2:39][CH2:38][CH2:37][O:36][C:35]1=O. (4) Given the product [CH2:7]([O:15][C:16]1[CH:25]=[C:24]([I:26])[CH:23]=[CH:22][C:17]=1[C:18]([O:20][CH3:21])=[O:19])[C:8]1[CH:13]=[CH:12][CH:11]=[CH:10][CH:9]=1, predict the reactants needed to synthesize it. The reactants are: C(=O)([O-])[O-].[K+].[K+].[CH2:7](Br)[C:8]1[CH:13]=[CH:12][CH:11]=[CH:10][CH:9]=1.[OH:15][C:16]1[CH:25]=[C:24]([I:26])[CH:23]=[CH:22][C:17]=1[C:18]([O:20][CH3:21])=[O:19].Cl.